From a dataset of Reaction yield outcomes from USPTO patents with 853,638 reactions. Predict the reaction yield, written as a fraction of the theoretical maximum amount of product (1.0 means a 100% yield; for example, 0.34 means a 34% yield). (1) The reactants are Cl.C([O:5][C:6]1[CH:7]=[C:8]2[C:13](=[CH:14][C:15]=1[O:16][CH3:17])[N:12]=[CH:11][N:10]=[C:9]2[NH:18][C:19]1[CH:24]=[CH:23][CH:22]=[C:21]([C:25]#[CH:26])[CH:20]=1)(=O)C.O[Li].O.C(O)(=O)C. The catalyst is CO.O. The product is [C:25]([C:21]1[CH:20]=[C:19]([NH:18][C:9]2[C:8]3[C:13](=[CH:14][C:15]([O:16][CH3:17])=[C:6]([OH:5])[CH:7]=3)[N:12]=[CH:11][N:10]=2)[CH:24]=[CH:23][CH:22]=1)#[CH:26]. The yield is 0.960. (2) The reactants are CCN(C(C)C)C(C)C.[NH2:10][C:11]1([C:17]([NH:19][C@H:20]([C:24]2[CH:29]=[CH:28][C:27]([Cl:30])=[CH:26][CH:25]=2)[CH2:21][CH2:22][OH:23])=[O:18])[CH2:16][CH2:15][NH:14][CH2:13][CH2:12]1.[Br:31][C:32]1[C:40]2[C:39](Cl)=[N:38][CH:37]=[N:36][C:35]=2[NH:34][CH:33]=1. The catalyst is C(O)CCC.CCOC(C)=O. The product is [NH2:10][C:11]1([C:17]([NH:19][C@H:20]([C:24]2[CH:29]=[CH:28][C:27]([Cl:30])=[CH:26][CH:25]=2)[CH2:21][CH2:22][OH:23])=[O:18])[CH2:16][CH2:15][N:14]([C:39]2[C:40]3[C:32]([Br:31])=[CH:33][NH:34][C:35]=3[N:36]=[CH:37][N:38]=2)[CH2:13][CH2:12]1. The yield is 0.108. (3) The reactants are [O:1]([CH2:8][CH2:9][C:10]([OH:12])=[O:11])[C:2]1[CH:7]=[CH:6][CH:5]=[CH:4][CH:3]=1.[CH3:13]O. The catalyst is OS(O)(=O)=O. The product is [O:1]([CH2:8][CH2:9][C:10]([O:12][CH3:13])=[O:11])[C:2]1[CH:7]=[CH:6][CH:5]=[CH:4][CH:3]=1. The yield is 0.925. (4) The reactants are [CH3:1][O:2][C:3]1[CH:11]=[C:10]2[C:6]([CH:7]=[CH:8][NH:9]2)=[CH:5][CH:4]=1.[F:12][C:13]([F:24])([F:23])[C:14](O[C:14](=[O:15])[C:13]([F:24])([F:23])[F:12])=[O:15].O. The catalyst is O1CCCC1. The product is [F:12][C:13]([F:24])([F:23])[C:14]([C:7]1[C:6]2[C:10](=[CH:11][C:3]([O:2][CH3:1])=[CH:4][CH:5]=2)[NH:9][CH:8]=1)=[O:15]. The yield is 0.945. (5) The reactants are [Br:1][C:2]1[CH:7]=[N:6][C:5]([O:8]C)=[C:4]2[N:10]([S:13]([C:16]3[CH:22]=[CH:21][C:19]([CH3:20])=[CH:18][CH:17]=3)(=[O:15])=[O:14])[CH:11]=[CH:12][C:3]=12.Cl. The catalyst is O1CCOCC1. The product is [Br:1][C:2]1[C:3]2[CH:12]=[CH:11][N:10]([S:13]([C:16]3[CH:22]=[CH:21][C:19]([CH3:20])=[CH:18][CH:17]=3)(=[O:15])=[O:14])[C:4]=2[C:5](=[O:8])[NH:6][CH:7]=1. The yield is 0.940. (6) The yield is 0.240. The catalyst is O1CCCC1.C(OCC)(=O)C. The reactants are [NH2:1][CH2:2][CH2:3][CH2:4][C:5]1[CH:10]=[CH:9][N:8]=[CH:7][CH:6]=1.[C:11](N1C=CN=C1)(N1C=CN=C1)=[S:12].Cl.[C:24]12([CH2:34][CH2:35][NH:36][CH2:37][CH2:38][CH2:39][CH2:40][CH3:41])[CH2:33][CH:28]3[CH2:29][CH:30]([CH2:32][CH:26]([CH2:27]3)[CH2:25]1)[CH2:31]2.C(=O)([O-])O.[Na+]. The product is [C:24]12([CH2:34][CH2:35][N:36]([CH2:37][CH2:38][CH2:39][CH2:40][CH3:41])[C:11]([NH:1][CH2:2][CH2:3][CH2:4][C:5]3[CH:10]=[CH:9][N:8]=[CH:7][CH:6]=3)=[S:12])[CH2:31][CH:30]3[CH2:29][CH:28]([CH2:27][CH:26]([CH2:32]3)[CH2:25]1)[CH2:33]2. (7) The reactants are [NH2:1][C:2]1[CH:7]=[CH:6][C:5]([N+:8]([O-])=O)=[CH:4][C:3]=1[S:11]([NH2:14])(=[O:13])=[O:12].[CH3:15][S:16]([OH:19])(=[O:18])=[O:17]. The catalyst is [Pd].C(O)C.O. The product is [CH3:15][S:16]([OH:19])(=[O:18])=[O:17].[NH2:1][C:2]1[CH:7]=[CH:6][C:5]([NH2:8])=[CH:4][C:3]=1[S:11]([NH2:14])(=[O:12])=[O:13]. The yield is 0.938.